Dataset: Forward reaction prediction with 1.9M reactions from USPTO patents (1976-2016). Task: Predict the product of the given reaction. (1) Given the reactants [H-].[Na+].[S:3]1(=[O:10])(=[O:9])[CH2:8][CH2:7][CH2:6][CH2:5][NH:4]1.Br[CH2:12][CH2:13][Cl:14], predict the reaction product. The product is: [Cl:14][CH2:13][CH2:12][N:4]1[CH2:5][CH2:6][CH2:7][CH2:8][S:3]1(=[O:10])=[O:9]. (2) Given the reactants C([O:3][C:4]([C:6]1[NH:7][C:8]2[C:13]([CH:14]=1)=[CH:12][C:11](Br)=[CH:10][CH:9]=2)=[O:5])C.[C:16]([C:20]1[CH:25]=[CH:24][C:23](B(O)O)=[CH:22][CH:21]=1)([CH3:19])([CH3:18])[CH3:17].[CH:29]([O:32][C:33]1[CH:38]=[CH:37][C:36](B(O)O)=[CH:35][CH:34]=1)([CH3:31])[CH3:30].[CH:42]([O:45][C:46]1[CH:51]=[CH:50][CH:49]=[CH:48][C:47]=1B(O)O)([CH3:44])[CH3:43], predict the reaction product. The product is: [C:16]([C:20]1[CH:25]=[CH:24][C:23]([C:11]2[CH:12]=[C:13]3[C:8](=[CH:9][CH:10]=2)[N:7]([C:34]2[CH:35]=[CH:36][CH:37]=[CH:38][C:33]=2[O:32][CH:29]([CH3:31])[CH3:30])[C:6]([C:4]([OH:3])=[O:5])=[C:14]3[C:49]2[CH:50]=[CH:51][C:46]([O:45][CH:42]([CH3:44])[CH3:43])=[CH:47][CH:48]=2)=[CH:22][CH:21]=1)([CH3:19])([CH3:18])[CH3:17]. (3) The product is: [NH:39]1[CH2:40][CH2:41][N:37]=[C:38]1[C:42]1[CH:43]=[CH:44][C:45]([CH:48]2[CH2:53][CH2:52][CH2:51][N:50]([C:21]([C:18]3[CH:17]=[C:16]([CH2:15][N:13]([CH3:14])[S:10]([C:6]4[C:5]([CH3:24])=[CH:4][C:3]([O:2][CH3:1])=[CH:8][C:7]=4[CH3:9])(=[O:11])=[O:12])[O:20][CH:19]=3)=[O:23])[CH2:49]2)=[CH:46][CH:47]=1. Given the reactants [CH3:1][O:2][C:3]1[CH:8]=[C:7]([CH3:9])[C:6]([S:10]([N:13]([CH2:15][C:16]2[O:20][CH:19]=[C:18]([C:21]([OH:23])=O)[CH:17]=2)[CH3:14])(=[O:12])=[O:11])=[C:5]([CH3:24])[CH:4]=1.C1N=CN(C(N2C=NC=C2)=O)C=1.[NH:37]1[CH2:41][CH2:40][N:39]=[C:38]1[C:42]1[CH:47]=[CH:46][C:45]([CH:48]2[CH2:53][CH2:52][CH2:51][NH:50][CH2:49]2)=[CH:44][CH:43]=1.CCN(C(C)C)C(C)C, predict the reaction product. (4) Given the reactants [Mg].II.Br[CH2:5][C:6]1[CH:11]=[CH:10][CH:9]=[CH:8][C:7]=1[F:12].[CH3:13][O:14][C:15]1[CH:16]=[C:17]([CH:20]=[C:21]([O:23][CH3:24])[CH:22]=1)[C:18]#N.C([O:27]CC)C, predict the reaction product. The product is: [CH3:13][O:14][C:15]1[CH:16]=[C:17]([C:18](=[O:27])[CH2:5][C:6]2[CH:11]=[CH:10][CH:9]=[CH:8][C:7]=2[F:12])[CH:20]=[C:21]([O:23][CH3:24])[CH:22]=1. (5) Given the reactants [F:1][C:2]1[C:7]([F:8])=[CH:6][CH:5]=C(C=C)[C:3]=1[NH:11][C:12]1[CH:17]=[CH:16][C:15]([I:18])=[CH:14][C:13]=1[F:19].C[N+]1([O-])CC[O:24]CC1.O.[CH3:29][C:30]([CH3:32])=[O:31], predict the reaction product. The product is: [F:1][C:2]1[C:3]([NH:11][C:12]2[CH:17]=[CH:16][C:15]([I:18])=[CH:14][C:13]=2[F:19])=[C:29]([CH:30]([OH:31])[CH2:32][OH:24])[CH:5]=[CH:6][C:7]=1[F:8]. (6) Given the reactants [N+]([O-])([O-])=O.[Ce+4].[NH4+].[N+]([O-])([O-])=O.[N+]([O-])([O-])=O.[N+]([O-])([O-])=O.[N+]([O-])([O-])=O.[Cl:23][C:24]1[CH:29]=[CH:28][C:27]([Cl:30])=[CH:26][C:25]=1[CH:31]1[CH2:36][C:35](=[O:37])[N:34]([CH2:38][C:39]([O:41]C(C)(C)C)=[O:40])[C:33]2[CH2:46][CH2:47][C:48](=[O:49])[C:32]1=2, predict the reaction product. The product is: [Cl:23][C:24]1[CH:29]=[CH:28][C:27]([Cl:30])=[CH:26][C:25]=1[CH:31]1[CH2:36][C:35](=[O:37])[N:34]([CH2:38][C:39]([OH:41])=[O:40])[C:33]2[CH2:46][CH2:47][C:48](=[O:49])[C:32]1=2. (7) Given the reactants Cl.[C:2]([C:6]1[CH:27]=[CH:26][CH:25]=[CH:24][C:7]=1[O:8][CH2:9][CH2:10][N:11]([CH3:23])[C:12]([C:14]1[C:18]2[CH2:19][NH:20][CH2:21][CH2:22][C:17]=2[NH:16][N:15]=1)=[O:13])([CH3:5])([CH3:4])[CH3:3].[CH3:28][S:29](Cl)(=[O:31])=[O:30], predict the reaction product. The product is: [C:2]([C:6]1[CH:27]=[CH:26][CH:25]=[CH:24][C:7]=1[O:8][CH2:9][CH2:10][N:11]([CH3:23])[C:12]([C:14]1[C:18]2[CH2:19][N:20]([S:29]([CH3:28])(=[O:31])=[O:30])[CH2:21][CH2:22][C:17]=2[NH:16][N:15]=1)=[O:13])([CH3:5])([CH3:3])[CH3:4]. (8) Given the reactants C([O:3][C:4](=O)[CH2:5][C:6]1[N:7]=[C:8]([NH:11][C:12](=[O:33])[CH:13]([C:20]2[CH:25]=[CH:24][C:23]([O:26][C:27]3[CH:32]=[CH:31][CH:30]=[CH:29][CH:28]=3)=[CH:22][CH:21]=2)[CH2:14][CH:15]2[CH2:19][CH2:18][CH2:17][CH2:16]2)[S:9][CH:10]=1)C.[H-].[Al+3].[Li+].[H-].[H-].[H-], predict the reaction product. The product is: [CH:15]1([CH2:14][CH:13]([C:20]2[CH:21]=[CH:22][C:23]([O:26][C:27]3[CH:32]=[CH:31][CH:30]=[CH:29][CH:28]=3)=[CH:24][CH:25]=2)[C:12]([NH:11][C:8]2[S:9][CH:10]=[C:6]([CH2:5][CH2:4][OH:3])[N:7]=2)=[O:33])[CH2:19][CH2:18][CH2:17][CH2:16]1. (9) Given the reactants [CH:1]1([CH2:4][C:5](=[O:15])[CH2:6][C:7]2[CH:12]=[CH:11][N:10]=[C:9]([S:13][CH3:14])[N:8]=2)[CH2:3][CH2:2]1.C1C=C(Cl)C=C(C(OO)=[O:24])C=1, predict the reaction product. The product is: [CH:1]1([CH2:4][C:5](=[O:15])[CH2:6][C:7]2[CH:12]=[CH:11][N:10]=[C:9]([S:13]([CH3:14])=[O:24])[N:8]=2)[CH2:3][CH2:2]1. (10) Given the reactants [Cl:1][C:2]1[N:13]=[CH:12][CH:11]=[CH:10][C:3]=1[C:4](N(OC)C)=[O:5].[Cl:14][C:15]1[CH:20]=[CH:19][C:18]([Mg]Br)=[CH:17][CH:16]=1, predict the reaction product. The product is: [Cl:14][C:15]1[CH:20]=[CH:19][C:18]([C:4]([C:3]2[C:2]([Cl:1])=[N:13][CH:12]=[CH:11][CH:10]=2)=[O:5])=[CH:17][CH:16]=1.